This data is from Forward reaction prediction with 1.9M reactions from USPTO patents (1976-2016). The task is: Predict the product of the given reaction. (1) Given the reactants [Br:1][C:2]1[CH:7]=[CH:6][CH:5]=[CH:4][C:3]=1[C@@H:8]1[CH2:10][C@H:9]1[C:11]([O:13]CC)=[O:12].[OH-].[K+].O, predict the reaction product. The product is: [Br:1][C:2]1[CH:7]=[CH:6][CH:5]=[CH:4][C:3]=1[C@@H:8]1[CH2:10][C@H:9]1[C:11]([OH:13])=[O:12]. (2) Given the reactants Cl[C:2]1[N:7]=[C:6]([O:8][C:9]2[CH:10]=[C:11]3[C:16](=[CH:17][CH:18]=2)[C:15]([C:19]([NH:21][CH2:22][CH2:23][N:24]2[CH2:29][CH2:28][O:27][CH2:26][CH2:25]2)=[O:20])=[CH:14][CH:13]=[CH:12]3)[CH:5]=[CH:4][N:3]=1.C([O-])=O.[NH4+], predict the reaction product. The product is: [N:24]1([CH2:23][CH2:22][NH:21][C:19]([C:15]2[C:16]3[C:11](=[CH:10][C:9]([O:8][C:6]4[CH:5]=[CH:4][N:3]=[CH:2][N:7]=4)=[CH:18][CH:17]=3)[CH:12]=[CH:13][CH:14]=2)=[O:20])[CH2:25][CH2:26][O:27][CH2:28][CH2:29]1. (3) Given the reactants [NH2:1][C:2]1[N:6]([C:7]2[CH:8]=[C:9]([CH2:13][OH:14])[CH:10]=[CH:11][CH:12]=2)[N:5]=[C:4]([C:15]([CH3:18])([CH3:17])[CH3:16])[CH:3]=1.[OH-].[Na+].Cl[C:22]([O:24][CH2:25][C:26]([Cl:29])([Cl:28])[Cl:27])=[O:23], predict the reaction product. The product is: [Cl:27][C:26]([Cl:29])([Cl:28])[CH2:25][O:24][C:22](=[O:23])[NH:1][C:2]1[N:6]([C:7]2[CH:12]=[CH:11][CH:10]=[C:9]([CH2:13][OH:14])[CH:8]=2)[N:5]=[C:4]([C:15]([CH3:18])([CH3:17])[CH3:16])[CH:3]=1. (4) Given the reactants [CH:1]1[C:10]2[C:5](=[CH:6][CH:7]=[CH:8][CH:9]=2)[CH:4]=[CH:3][C:2]=1[OH:11].Br[CH2:13][C:14]([OH:16])=[O:15], predict the reaction product. The product is: [CH:1]1[C:10]2[C:5](=[CH:6][CH:7]=[CH:8][CH:9]=2)[CH:4]=[CH:3][C:2]=1[O:11][CH2:13][C:14]([OH:16])=[O:15]. (5) Given the reactants F[C:2]1[C:3]([CH3:15])=[C:4]([CH:8]=[CH:9][C:10]=1[C:11]([F:14])([F:13])[F:12])[C:5]([OH:7])=[O:6].[H-].[Na+].[CH3:18][S-:19].[Na+].O, predict the reaction product. The product is: [CH3:15][C:3]1[C:2]([S:19][CH3:18])=[C:10]([C:11]([F:14])([F:13])[F:12])[CH:9]=[CH:8][C:4]=1[C:5]([OH:7])=[O:6].